Predict the reaction yield, written as a fraction of the theoretical maximum amount of product (1.0 means a 100% yield; for example, 0.34 means a 34% yield). From a dataset of Reaction yield outcomes from USPTO patents with 853,638 reactions. The reactants are [C:1]([C:5]1[CH:6]=[C:7]2[C:12](=[C:13]([F:15])[CH:14]=1)[C:11](=[O:16])[N:10]([C:17]1[N:24]=[CH:23][CH:22]=[C:21](Cl)[C:18]=1[CH:19]=[O:20])[N:9]=[CH:8]2)([CH3:4])([CH3:3])[CH3:2].[CH3:26][N:27]1[CH:32]=[C:31](B2OC(C)(C)C(C)(C)O2)[CH:30]=[C:29]([NH:42][C:43]2[S:44][C:45]3[CH2:46][N:47]([CH3:52])[CH2:48][CH2:49][C:50]=3[N:51]=2)[C:28]1=[O:53].[O-]P([O-])([O-])=O.[K+].[K+].[K+].O.O.O.C([O-])(=O)C.[Na+]. The catalyst is C1C=CC(P(C2C=CC=CC=2)[C-]2C=CC=C2)=CC=1.C1C=CC(P(C2C=CC=CC=2)[C-]2C=CC=C2)=CC=1.Cl[Pd]Cl.[Fe+2].C(#N)C.O. The product is [C:1]([C:5]1[CH:6]=[C:7]2[C:12](=[C:13]([F:15])[CH:14]=1)[C:11](=[O:16])[N:10]([C:17]1[N:24]=[CH:23][CH:22]=[C:21]([C:31]3[CH:30]=[C:29]([NH:42][C:43]4[S:44][C:45]5[CH2:46][N:47]([CH3:52])[CH2:48][CH2:49][C:50]=5[N:51]=4)[C:28](=[O:53])[N:27]([CH3:26])[CH:32]=3)[C:18]=1[CH:19]=[O:20])[N:9]=[CH:8]2)([CH3:4])([CH3:3])[CH3:2]. The yield is 0.420.